From a dataset of Forward reaction prediction with 1.9M reactions from USPTO patents (1976-2016). Predict the product of the given reaction. (1) Given the reactants Cl[C:2]1[C:12]([C:13]#[N:14])=[CH:11][C:5]([C:6]([O:8][CH2:9][CH3:10])=[O:7])=[C:4]([CH:15]([F:17])[F:16])[N:3]=1.[NH:18]1[CH2:23][CH2:22][CH:21]([C:24]([OH:26])=[O:25])[CH2:20][CH2:19]1, predict the reaction product. The product is: [C:13]([C:12]1[C:2]([N:18]2[CH2:23][CH2:22][CH:21]([C:24]([OH:26])=[O:25])[CH2:20][CH2:19]2)=[N:3][C:4]([CH:15]([F:17])[F:16])=[C:5]([C:6]([O:8][CH2:9][CH3:10])=[O:7])[CH:11]=1)#[N:14]. (2) The product is: [F:8][C:4]1[C:3]([N+:9]([O-:11])=[O:10])=[C:2]([N:23]2[CH2:22][CH2:21][CH:20]([NH:19][C:12](=[O:13])[O:14][C:15]([CH3:17])([CH3:16])[CH3:18])[CH2:25][CH2:24]2)[CH:7]=[CH:6][CH:5]=1. Given the reactants F[C:2]1[CH:7]=[CH:6][CH:5]=[C:4]([F:8])[C:3]=1[N+:9]([O-:11])=[O:10].[C:12]([NH:19][CH:20]1[CH2:25][CH2:24][NH:23][CH2:22][CH2:21]1)([O:14][C:15]([CH3:18])([CH3:17])[CH3:16])=[O:13], predict the reaction product.